Dataset: Peptide-MHC class I binding affinity with 185,985 pairs from IEDB/IMGT. Task: Regression. Given a peptide amino acid sequence and an MHC pseudo amino acid sequence, predict their binding affinity value. This is MHC class I binding data. (1) The peptide sequence is KSVTKSSSWK. The MHC is HLA-A11:01 with pseudo-sequence HLA-A11:01. The binding affinity (normalized) is 0.757. (2) The peptide sequence is ANPGRVKDW. The MHC is HLA-A03:01 with pseudo-sequence HLA-A03:01. The binding affinity (normalized) is 0.0847. (3) The peptide sequence is RSNNKFTLK. The MHC is HLA-A02:03 with pseudo-sequence HLA-A02:03. The binding affinity (normalized) is 0.211. (4) The peptide sequence is AIFQSSATK. The MHC is HLA-A31:01 with pseudo-sequence HLA-A31:01. The binding affinity (normalized) is 0.235. (5) The peptide sequence is DGAEGINPY. The MHC is HLA-A23:01 with pseudo-sequence HLA-A23:01. The binding affinity (normalized) is 0.0847. (6) The peptide sequence is FKNSVFYSV. The MHC is HLA-A02:01 with pseudo-sequence HLA-A02:01. The binding affinity (normalized) is 0.203. (7) The peptide sequence is ATLMKTSCSK. The MHC is HLA-A02:02 with pseudo-sequence HLA-A02:02. The binding affinity (normalized) is 0.